From a dataset of Forward reaction prediction with 1.9M reactions from USPTO patents (1976-2016). Predict the product of the given reaction. (1) Given the reactants [C:1]([Si:5]([CH3:33])([CH3:32])[O:6][C:7]1[CH:12]=[CH:11][C:10]([F:13])=[C:9]([O:14][Si:15]([C:28]([CH3:31])([CH3:30])[CH3:29])([C:22]2[CH:27]=[CH:26][CH:25]=[CH:24][CH:23]=2)[C:16]2[CH:21]=[CH:20][CH:19]=[CH:18][CH:17]=2)[CH:8]=1)([CH3:4])([CH3:3])[CH3:2].C([Li])(CC)C.CN([CH:42]=[O:43])C, predict the reaction product. The product is: [C:1]([Si:5]([CH3:33])([CH3:32])[O:6][C:7]1[CH:8]=[C:9]([O:14][Si:15]([C:28]([CH3:31])([CH3:30])[CH3:29])([C:22]2[CH:27]=[CH:26][CH:25]=[CH:24][CH:23]=2)[C:16]2[CH:17]=[CH:18][CH:19]=[CH:20][CH:21]=2)[C:10]([F:13])=[C:11]([CH:12]=1)[CH:42]=[O:43])([CH3:4])([CH3:3])[CH3:2]. (2) Given the reactants [F:1][C:2]1[CH:7]=[CH:6][C:5]([C:8]2[N:12]=[C:11]([S:13][CH3:14])[N:10]([CH2:15][CH2:16][CH2:17][O:18][CH3:19])[C:9]=2[C:20]2[CH:25]=[CH:24][N:23]=[C:22]([NH:26]C(=O)C)[CH:21]=2)=[CH:4][CH:3]=1.[OH-].[Na+], predict the reaction product. The product is: [F:1][C:2]1[CH:7]=[CH:6][C:5]([C:8]2[N:12]=[C:11]([S:13][CH3:14])[N:10]([CH2:15][CH2:16][CH2:17][O:18][CH3:19])[C:9]=2[C:20]2[CH:25]=[CH:24][N:23]=[C:22]([NH2:26])[CH:21]=2)=[CH:4][CH:3]=1. (3) Given the reactants [CH2:1]([O:3][C:4](=[O:22])[CH2:5][NH:6][CH2:7][CH2:8][NH:9][S:10]([C:13]1[S:14][C:15]2[CH:21]=[CH:20][CH:19]=[CH:18][C:16]=2[N:17]=1)(=[O:12])=[O:11])[CH3:2].[CH3:23][S:24][CH2:25][CH2:26][O:27][C:28]([NH:30][C:31]1[NH:32][C:33](=[O:44])[C:34]2[N:35]=[CH:36][N:37]([CH2:40][C:41](O)=[O:42])[C:38]=2[N:39]=1)=[O:29], predict the reaction product. The product is: [CH2:1]([O:3][C:4](=[O:22])[CH2:5][N:6]([CH2:7][CH2:8][NH:9][S:10]([C:13]1[S:14][C:15]2[CH:21]=[CH:20][CH:19]=[CH:18][C:16]=2[N:17]=1)(=[O:12])=[O:11])[C:41](=[O:42])[CH2:40][N:37]1[CH:36]=[N:35][C:34]2[C:33](=[O:44])[NH:32][C:31]([NH:30][C:28]([O:27][CH2:26][CH2:25][S:24][CH3:23])=[O:29])=[N:39][C:38]1=2)[CH3:2]. (4) Given the reactants [F:1][C:2]1[CH:3]=[C:4]([CH:20]=[CH:21][CH:22]=1)[CH2:5][N:6]([O:18][CH3:19])[C:7](=[O:17])[CH:8]=[C:9]1[C:13](=[O:14])[O:12][C:11](C)(C)[O:10]1, predict the reaction product. The product is: [CH3:11][O:12][C:13](=[O:14])[C:9]([OH:10])=[CH:8][C:7](=[O:17])[N:6]([CH2:5][C:4]1[CH:20]=[CH:21][CH:22]=[C:2]([F:1])[CH:3]=1)[O:18][CH3:19]. (5) Given the reactants C([O:7][CH2:8][C@@H:9]([O:44][C:45]([CH3:48])([CH3:47])[CH3:46])[C:10]1[C:35]([CH3:36])=[CH:34][C:13]2[N:14]=[C:15]([C:17]3[C:18](=[O:33])[N:19]([C:23]4[CH:24]=[C:25]5[C:29](=[CH:30][CH:31]=4)[N:28]([CH3:32])[N:27]=[CH:26]5)[CH:20]=[CH:21][CH:22]=3)[S:16][C:12]=2[C:11]=1[C:37]1[CH:42]=[CH:41][C:40]([Cl:43])=[CH:39][CH:38]=1)(=O)C(C)(C)C.[OH-].[Na+], predict the reaction product. The product is: [C:45]([O:44][C@@H:9]([C:10]1[C:35]([CH3:36])=[CH:34][C:13]2[N:14]=[C:15]([C:17]3[C:18](=[O:33])[N:19]([C:23]4[CH:24]=[C:25]5[C:29](=[CH:30][CH:31]=4)[N:28]([CH3:32])[N:27]=[CH:26]5)[CH:20]=[CH:21][CH:22]=3)[S:16][C:12]=2[C:11]=1[C:37]1[CH:38]=[CH:39][C:40]([Cl:43])=[CH:41][CH:42]=1)[CH2:8][OH:7])([CH3:48])([CH3:46])[CH3:47]. (6) Given the reactants Cl[C:2]1[C:7]([N+:8]([O-:10])=[O:9])=[CH:6][N:5]=[C:4]2[CH:11]=[CH:12][S:13][C:3]=12.FC(F)(F)C(O)=O.[NH2:21][C@H:22]1[CH2:26][CH2:25][C@@H:24]([C:27]([O:29][CH2:30][CH3:31])=[O:28])[CH2:23]1.C(N(CC)C(C)C)(C)C, predict the reaction product. The product is: [N+:8]([C:7]1[C:2]([NH:21][C@H:22]2[CH2:26][CH2:25][C@@H:24]([C:27]([O:29][CH2:30][CH3:31])=[O:28])[CH2:23]2)=[C:3]2[S:13][CH:12]=[CH:11][C:4]2=[N:5][CH:6]=1)([O-:10])=[O:9]. (7) The product is: [Cl:13][C:5]1[C:4]2[C:9](=[CH:10][CH:11]=[C:2]([NH:22][CH2:21][C:20]3[CH:23]=[CH:24][CH:25]=[CH:26][C:19]=3[N:14]3[CH:18]=[CH:17][N:16]=[CH:15]3)[CH:3]=2)[C:8](=[O:12])[NH:7][N:6]=1. Given the reactants Br[C:2]1[CH:3]=[C:4]2[C:9](=[CH:10][CH:11]=1)[C:8](=[O:12])[NH:7][N:6]=[C:5]2[Cl:13].[N:14]1([C:19]2[CH:26]=[CH:25][CH:24]=[CH:23][C:20]=2[CH2:21][NH2:22])[CH:18]=[CH:17][N:16]=[CH:15]1.C1C=CC(P(C2C(C3C(P(C4C=CC=CC=4)C4C=CC=CC=4)=CC=C4C=3C=CC=C4)=C3C(C=CC=C3)=CC=2)C2C=CC=CC=2)=CC=1.CC([O-])(C)C.[Na+], predict the reaction product. (8) Given the reactants [C:1]1([C:7]([CH:14]2[CH2:19][CH2:18][N:17]([O:20][C:21]([C:23]([CH3:26])([CH3:25])[CH3:24])=[O:22])[CH2:16][CH2:15]2)=[CH:8][C:9]([O:11][CH2:12][CH3:13])=[O:10])[CH:6]=[CH:5][CH:4]=[CH:3][CH:2]=1, predict the reaction product. The product is: [CH3:3][CH2:2][CH2:1][CH:7]([CH3:14])[CH3:8].[C:1]1([CH:7]([CH:14]2[CH2:19][CH2:18][N:17]([O:20][C:21]([C:23]([CH3:24])([CH3:26])[CH3:25])=[O:22])[CH2:16][CH2:15]2)[CH2:8][C:9]([O:11][CH2:12][CH3:13])=[O:10])[CH:6]=[CH:5][CH:4]=[CH:3][CH:2]=1.